Task: Regression/Classification. Given a drug SMILES string, predict its absorption, distribution, metabolism, or excretion properties. Task type varies by dataset: regression for continuous measurements (e.g., permeability, clearance, half-life) or binary classification for categorical outcomes (e.g., BBB penetration, CYP inhibition). Dataset: hlm.. Dataset: Human liver microsome stability data The compound is CC[C@H]1OC(=O)[C@H](C)[C@@H](O[C@H]2C[C@@](C)(OC)[C@@H](O)[C@H](C)O2)[C@H](C)[C@@H](O[C@@H]2O[C@H](C)C[C@H](N(C)C)[C@H]2O)[C@](C)(O)C[C@@H](C)CN(CCN(CCC(N)=O)C(=O)Nc2ccc3ccccc3c2)[C@H](C)[C@@H](O)[C@]1(C)O. The result is 0 (unstable in human liver microsomes).